From a dataset of Full USPTO retrosynthesis dataset with 1.9M reactions from patents (1976-2016). Predict the reactants needed to synthesize the given product. (1) The reactants are: [CH3:1][SiH:2]([CH3:7])[CH:3]=[CH:4][CH2:5][CH3:6].[CH:8]([Mg]Cl)(C)C.C(OCC)(=O)C.[Cl-].[Na+].[OH2:21]. Given the product [CH3:6][C:5]1([OH:21])[CH2:4][CH:3]1[Si:2]([CH3:8])([CH3:7])[CH3:1], predict the reactants needed to synthesize it. (2) The reactants are: [Br:1][C:2]1[CH:3]=[CH:4][C:5]([OH:30])=[C:6]([CH:29]=1)[C:7]([NH:9][C:10]1[S:11][C:12]([C:26](O)=[O:27])=[C:13]([C:15]2[C:20]([F:21])=[C:19]([F:22])[C:18]([F:23])=[C:17]([F:24])[C:16]=2[F:25])[N:14]=1)=[O:8].[CH2:31]([NH2:33])[CH3:32]. Given the product [Br:1][C:2]1[CH:3]=[CH:4][C:5]([OH:30])=[C:6]([CH:29]=1)[C:7]([NH:9][C:10]1[S:11][C:12]([C:26]([NH:33][CH2:31][CH3:32])=[O:27])=[C:13]([C:15]2[C:20]([F:21])=[C:19]([F:22])[C:18]([F:23])=[C:17]([F:24])[C:16]=2[F:25])[N:14]=1)=[O:8], predict the reactants needed to synthesize it. (3) Given the product [OH:15][CH2:14][CH2:16][NH:17][C:2]1[C:10]([N+:11]([O-:13])=[O:12])=[CH:9][CH:8]=[CH:7][C:3]=1[C:4]([OH:6])=[O:5], predict the reactants needed to synthesize it. The reactants are: Cl[C:2]1[C:10]([N+:11]([O-:13])=[O:12])=[CH:9][CH:8]=[CH:7][C:3]=1[C:4]([OH:6])=[O:5].[CH2:14]([CH2:16][NH2:17])[OH:15]. (4) Given the product [NH2:1][C:2]1[N:3]=[CH:4][C:5]2[S:15][C:13](=[S:14])[NH:8][C:6]=2[N:7]=1, predict the reactants needed to synthesize it. The reactants are: [NH2:1][C:2]1[N:7]=[C:6]([NH2:8])[C:5](Br)=[CH:4][N:3]=1.CCO[C:13]([S-:15])=[S:14].[K+].O.OS(O)(=O)=O. (5) Given the product [F:46][C:43]([F:44])([F:45])[C:34]1[CH:35]=[C:36]([C:39]([F:40])([F:41])[F:42])[CH:37]=[CH:38][C:33]=1/[CH:32]=[CH:31]/[CH2:30][O:29][C:25]1[CH:24]=[C:23]2[C:28](=[CH:27][CH:26]=1)[N:20]([C:18](=[O:19])[CH2:17][NH:9][CH2:8][CH2:7][C:6]([OH:47])=[O:5])[CH2:21][CH2:22]2, predict the reactants needed to synthesize it. The reactants are: C([O:5][C:6](=[O:47])[CH2:7][CH2:8][N:9]([CH2:17][C:18]([N:20]1[C:28]2[C:23](=[CH:24][C:25]([O:29][CH2:30]/[CH:31]=[CH:32]/[C:33]3[CH:38]=[CH:37][C:36]([C:39]([F:42])([F:41])[F:40])=[CH:35][C:34]=3[C:43]([F:46])([F:45])[F:44])=[CH:26][CH:27]=2)[CH2:22][CH2:21]1)=[O:19])C(OC(C)(C)C)=O)(C)(C)C. (6) Given the product [N:27]1[C:3]2[C:4]3[CH:5]=[CH:6][CH:7]=[N:8][C:9]=3[CH2:10][CH2:11][C:2]=2[S:26][C:25]=1[NH:24][C:16]1[CH:17]=[C:18]([CH:22]=[CH:23][C:15]=1[O:14][CH3:13])[C:19]([NH2:21])=[O:20], predict the reactants needed to synthesize it. The reactants are: Br[CH:2]1[CH2:11][CH2:10][C:9]2[N:8]=[CH:7][CH:6]=[CH:5][C:4]=2[C:3]1=O.[CH3:13][O:14][C:15]1[CH:23]=[CH:22][C:18]([C:19]([NH2:21])=[O:20])=[CH:17][C:16]=1[NH:24][C:25]([NH2:27])=[S:26]. (7) Given the product [C:10]([O:9][C:7]([N:4]1[CH2:5][CH2:6][CH:2]([NH:1][CH2:15][C:16](=[O:17])[NH2:18])[CH2:3]1)=[O:8])([CH3:13])([CH3:12])[CH3:11], predict the reactants needed to synthesize it. The reactants are: [NH2:1][C@@H:2]1[CH2:6][CH2:5][N:4]([C:7]([O:9][C:10]([CH3:13])([CH3:12])[CH3:11])=[O:8])[CH2:3]1.Br[CH2:15][C:16]([NH2:18])=[O:17].C(=O)([O-])[O-].[K+].[K+]. (8) Given the product [CH3:34][C:2]([CH3:1])([CH3:33])[C:3](=[O:32])[CH2:4][O:5][C:6]1[CH:11]=[CH:10][C:9]([C:12]([C:17]2[CH:29]=[CH:28][C:20]([O:21][CH2:22][C:23]([OH:25])=[O:24])=[C:19]([CH3:30])[CH:18]=2)([CH2:13][CH3:14])[CH2:15][CH3:16])=[CH:8][C:7]=1[CH3:31], predict the reactants needed to synthesize it. The reactants are: [CH3:1][C:2]([CH3:34])([CH3:33])[C:3](=[O:32])[CH2:4][O:5][C:6]1[CH:11]=[CH:10][C:9]([C:12]([C:17]2[CH:29]=[CH:28][C:20]([O:21][CH2:22][C:23]([O:25]CC)=[O:24])=[C:19]([CH3:30])[CH:18]=2)([CH2:15][CH3:16])[CH2:13][CH3:14])=[CH:8][C:7]=1[CH3:31].O.O[Li].O. (9) Given the product [CH3:15][C:4]1[CH:5]=[C:6]([O:8][C:9]2[N:10]=[CH:11][CH:12]=[CH:13][N:14]=2)[CH:7]=[C:2]([CH3:1])[C:3]=1[C:16]1[N:17]=[C:18]([NH:21][C:30](=[O:37])[C:31]2[CH:36]=[CH:35][N:34]=[CH:33][CH:32]=2)[S:19][CH:20]=1, predict the reactants needed to synthesize it. The reactants are: [CH3:1][C:2]1[CH:7]=[C:6]([O:8][C:9]2[N:14]=[CH:13][CH:12]=[CH:11][N:10]=2)[CH:5]=[C:4]([CH3:15])[C:3]=1[C:16]1[N:17]=[C:18]([NH2:21])[S:19][CH:20]=1.C(N(CC)CC)C.Cl.[C:30](Cl)(=[O:37])[C:31]1[CH:36]=[CH:35][N:34]=[CH:33][CH:32]=1.